This data is from Full USPTO retrosynthesis dataset with 1.9M reactions from patents (1976-2016). The task is: Predict the reactants needed to synthesize the given product. (1) Given the product [NH2:22][C:19]1[CH:18]=[CH:17][CH:16]=[C:15]2[C:20]=1[CH2:21][N:13]([CH2:12][CH2:11][N:2]1[CH2:3][CH2:4][C:5]3[C:10](=[CH:9][CH:8]=[CH:7][CH:6]=3)[CH2:1]1)[C:14]2=[O:25], predict the reactants needed to synthesize it. The reactants are: [CH2:1]1[C:10]2[C:5](=[CH:6][CH:7]=[CH:8][CH:9]=2)[CH2:4][CH2:3][N:2]1[CH2:11][CH2:12][N:13]1[CH2:21][C:20]2[C:15](=[CH:16][CH:17]=[CH:18][C:19]=2[N+:22]([O-])=O)[C:14]1=[O:25].[Cl-].[NH4+]. (2) Given the product [Cl:22][C:2]1[C:7]([CH:8]2[CH2:13][CH2:12][CH:11]([C:14]([O:16][CH2:17][CH3:18])=[O:15])[CH2:10][CH2:9]2)=[CH:6][N:5]=[C:4]([CH3:19])[N:3]=1, predict the reactants needed to synthesize it. The reactants are: O[C:2]1[C:7]([CH:8]2[CH2:13][CH2:12][CH:11]([C:14]([O:16][CH2:17][CH3:18])=[O:15])[CH2:10][CH2:9]2)=[CH:6][N:5]=[C:4]([CH3:19])[N:3]=1.O=P(Cl)(Cl)[Cl:22]. (3) Given the product [F:4][C:5]1[CH:10]=[CH:9][C:8]([CH2:11][C:12]2[C:14]3[C:15](=[C:16]([CH3:20])[NH:17][C:18]=3[CH3:19])[C:21](=[O:23])[NH:2][N:3]=2)=[CH:7][C:6]=1[C:25]([N:27]1[CH2:32][CH2:31][CH:30]([O:33][CH3:34])[CH2:29][CH2:28]1)=[O:26], predict the reactants needed to synthesize it. The reactants are: O.[NH2:2][NH2:3].[F:4][C:5]1[CH:10]=[CH:9][C:8]([CH2:11][C:12]([C:14]2[C:15]([C:21]([O:23]C)=O)=[C:16]([CH3:20])[NH:17][C:18]=2[CH3:19])=O)=[CH:7][C:6]=1[C:25]([N:27]1[CH2:32][CH2:31][CH:30]([O:33][CH3:34])[CH2:29][CH2:28]1)=[O:26]. (4) Given the product [Br:13][C:10]1[CH:11]=[CH:12][C:7]([CH:2]([N:33]2[CH2:34][CH2:35][C:29]3([O:28][CH2:27][C:26](=[O:36])[N:25]([CH:22]4[CH2:23][CH2:24]4)[CH2:30]3)[CH2:31][CH2:32]2)[C:3]([O:5][CH3:6])=[O:4])=[C:8]([F:14])[CH:9]=1, predict the reactants needed to synthesize it. The reactants are: Br[CH:2]([C:7]1[CH:12]=[CH:11][C:10]([Br:13])=[CH:9][C:8]=1[F:14])[C:3]([O:5][CH3:6])=[O:4].C(=O)([O-])[O-].[K+].[K+].Cl.[CH:22]1([N:25]2[CH2:30][C:29]3([CH2:35][CH2:34][NH:33][CH2:32][CH2:31]3)[O:28][CH2:27][C:26]2=[O:36])[CH2:24][CH2:23]1. (5) The reactants are: [NH2:1][C:2]1[CH:3]=[C:4]([CH:8]([N:18]([CH2:26][CH2:27][O:28][CH3:29])[C:19](=[O:25])[O:20][C:21]([CH3:24])([CH3:23])[CH3:22])[CH2:9][O:10][Si:11]([C:14]([CH3:17])([CH3:16])[CH3:15])([CH3:13])[CH3:12])[CH:5]=[CH:6][CH:7]=1.[Br:30][C:31]1[CH:36]=[CH:35][C:34]([S:37](Cl)(=[O:39])=[O:38])=[CH:33][CH:32]=1.C(N(CC)C(C)C)(C)C. Given the product [Br:30][C:31]1[CH:36]=[CH:35][C:34]([S:37]([NH:1][C:2]2[CH:3]=[C:4]([CH:8]([N:18]([CH2:26][CH2:27][O:28][CH3:29])[C:19](=[O:25])[O:20][C:21]([CH3:22])([CH3:23])[CH3:24])[CH2:9][O:10][Si:11]([C:14]([CH3:17])([CH3:16])[CH3:15])([CH3:12])[CH3:13])[CH:5]=[CH:6][CH:7]=2)(=[O:39])=[O:38])=[CH:33][CH:32]=1, predict the reactants needed to synthesize it. (6) The reactants are: [N:1]1[C:10]2[C:5](=[CH:6][C:7]([C:11]([OH:13])=O)=[CH:8][CH:9]=2)[CH:4]=[CH:3][CH:2]=1.C(Cl)(=O)C(Cl)=O.CCN(C(C)C)C(C)C.Cl.[CH3:30][O:31][NH:32][CH3:33]. Given the product [CH3:30][O:31][N:32]([CH3:33])[C:11]([C:7]1[CH:6]=[C:5]2[C:10](=[CH:9][CH:8]=1)[N:1]=[CH:2][CH:3]=[CH:4]2)=[O:13], predict the reactants needed to synthesize it.